Predict the reactants needed to synthesize the given product. From a dataset of Retrosynthesis with 50K atom-mapped reactions and 10 reaction types from USPTO. (1) Given the product CC(C)(C)OC(=O)N1CCN(c2ncc(Br)cc2Br)CC1, predict the reactants needed to synthesize it. The reactants are: Brc1cnc(Br)c(Br)c1.CC(C)(C)OC(=O)N1CCNCC1. (2) Given the product O=C(COc1nc(-c2ccc(F)cc2)cs1)Nc1nccs1, predict the reactants needed to synthesize it. The reactants are: Nc1nccs1.O=C(O)COc1nc(-c2ccc(F)cc2)cs1. (3) Given the product CC(C)(C)OC(=O)N1CCC(CN2CCC(c3ccncc3)CC2)CC1, predict the reactants needed to synthesize it. The reactants are: CC(C)(C)OC(=O)N1CCC(C=O)CC1.c1cc(C2CCNCC2)ccn1. (4) Given the product Cc1ccc2c(c1)OC(C(C)C)CN2C(=O)/C=C/C(=O)O, predict the reactants needed to synthesize it. The reactants are: CCOC(=O)/C=C/C(=O)N1CC(C(C)C)Oc2cc(C)ccc21. (5) The reactants are: CCOC(=O)CCCc1csc(N)n1.O=C=NCc1ccccc1. Given the product CCOC(=O)CCCc1csc(NC(=O)NCc2ccccc2)n1, predict the reactants needed to synthesize it.